Dataset: Forward reaction prediction with 1.9M reactions from USPTO patents (1976-2016). Task: Predict the product of the given reaction. (1) Given the reactants [CH2:1]([O:3][C:4]([C:6]1[C:15]2[C:10](=[CH:11][C:12]([O:18][CH3:19])=[C:13]([O:16][CH3:17])[CH:14]=2)[C:9]([CH2:20][C:21]2[CH:26]=[CH:25][CH:24]=[C:23]([O:27][CH:28]([CH3:30])[CH3:29])[CH:22]=2)=[N:8][CH:7]=1)=[O:5])[CH3:2].[Se](=O)=[O:32], predict the reaction product. The product is: [CH2:1]([O:3][C:4]([C:6]1[C:15]2[C:10](=[CH:11][C:12]([O:18][CH3:19])=[C:13]([O:16][CH3:17])[CH:14]=2)[C:9]([C:20](=[O:32])[C:21]2[CH:26]=[CH:25][CH:24]=[C:23]([O:27][CH:28]([CH3:29])[CH3:30])[CH:22]=2)=[N:8][CH:7]=1)=[O:5])[CH3:2]. (2) Given the reactants [Cl-].[OH:2][C@H:3]([CH2:7][C:8]1[CH:13]=[CH:12][CH:11]=[CH:10][CH:9]=1)[C@@H:4]([NH3+:6])[CH3:5].[F:14][C:15]1[CH:20]=[CH:19][C:18]([N:21]2[C:29]3[C:24](=[CH:25][C:26](I)=[CH:27][CH:28]=3)[CH:23]=[N:22]2)=[CH:17][CH:16]=1, predict the reaction product. The product is: [F:14][C:15]1[CH:16]=[CH:17][C:18]([N:21]2[C:29]3[C:24](=[CH:25][C:26]([O:2][C@H:3]([CH2:7][C:8]4[CH:13]=[CH:12][CH:11]=[CH:10][CH:9]=4)[C@@H:4]([NH2:6])[CH3:5])=[CH:27][CH:28]=3)[CH:23]=[N:22]2)=[CH:19][CH:20]=1. (3) Given the reactants C([N:8]1[C:13]([CH3:15])([CH3:14])[CH2:12][O:11][C:10]([CH2:17][CH2:18][OH:19])([CH3:16])[CH2:9]1)C1C=CC=CC=1, predict the reaction product. The product is: [CH3:16][C:10]1([CH2:17][CH2:18][OH:19])[O:11][CH2:12][C:13]([CH3:14])([CH3:15])[NH:8][CH2:9]1. (4) Given the reactants [Cl:1][C:2]1[N:3]=[C:4](Cl)[C:5]2[CH2:10][CH2:9][CH:8]([C:11]3[CH:16]=[CH:15][C:14]([Cl:17])=[CH:13][CH:12]=3)[C:6]=2[N:7]=1.C[CH2:20][N:21](C(C)C)C(C)C, predict the reaction product. The product is: [Cl:1][C:2]1[N:3]=[C:4]([NH:21][CH3:20])[C:5]2[CH2:10][CH2:9][CH:8]([C:11]3[CH:16]=[CH:15][C:14]([Cl:17])=[CH:13][CH:12]=3)[C:6]=2[N:7]=1. (5) Given the reactants CC(O[C:6]([NH:8][C@@H:9]([C:16](O)=O)[C:10]1[CH:15]=CC=CC=1)=[O:7])(C)C.C1C=C[C:22]2[N:27](O)N=[N:25][C:23]=2[CH:24]=1.C[CH2:30][N:31]=C=NCCCN(C)C.[CH2:40](N(CC)CC)[CH3:41], predict the reaction product. The product is: [CH3:40][C:41]1[N:25]2[C:6](=[O:7])[N:8]([CH:9]3[CH2:10][CH2:15][NH:31][CH2:30][CH2:16]3)[CH2:24][C:23]2=[CH:22][N:27]=1. (6) Given the reactants [Br:1][C:2]1[CH:33]=[CH:32][C:31]([O:34]C)=[CH:30][C:3]=1[C:4]([N:6]1[CH2:11][CH2:10][N:9]([C:12](=[O:29])[CH2:13][NH:14][C:15]([C:17]2[CH:22]=[CH:21][C:20]([C:23]3[CH:28]=[CH:27][CH:26]=[CH:25][CH:24]=3)=[CH:19][CH:18]=2)=[O:16])[CH2:8][CH2:7]1)=[O:5].B(Br)(Br)Br, predict the reaction product. The product is: [Br:1][C:2]1[CH:33]=[CH:32][C:31]([OH:34])=[CH:30][C:3]=1[C:4]([N:6]1[CH2:11][CH2:10][N:9]([C:12](=[O:29])[CH2:13][NH:14][C:15]([C:17]2[CH:22]=[CH:21][C:20]([C:23]3[CH:28]=[CH:27][CH:26]=[CH:25][CH:24]=3)=[CH:19][CH:18]=2)=[O:16])[CH2:8][CH2:7]1)=[O:5]. (7) Given the reactants [Cl:1][C:2]1[CH:10]=[CH:9][C:8]([C:11]2[N:12]([C:22]([O:24][C:25]([CH3:28])([CH3:27])[CH3:26])=[O:23])[C:13]3[C:18]([CH:19]=2)=[CH:17][C:16]([CH:20]=O)=[CH:15][CH:14]=3)=[C:7]2[C:3]=1[CH2:4][NH:5][C:6]2=[O:29].[CH3:30][N:31]([CH3:35])[CH2:32][CH2:33][NH2:34].C(O)(=O)C.C(O[BH-](OC(=O)C)OC(=O)C)(=O)C.[Na+].C(=O)([O-])[O-].[Na+].[Na+], predict the reaction product. The product is: [Cl:1][C:2]1[CH:10]=[CH:9][C:8]([C:11]2[N:12]([C:22]([O:24][C:25]([CH3:27])([CH3:26])[CH3:28])=[O:23])[C:13]3[C:18]([CH:19]=2)=[CH:17][C:16]([CH2:20][NH:34][CH2:33][CH2:32][N:31]([CH3:35])[CH3:30])=[CH:15][CH:14]=3)=[C:7]2[C:3]=1[CH2:4][NH:5][C:6]2=[O:29].